From a dataset of Catalyst prediction with 721,799 reactions and 888 catalyst types from USPTO. Predict which catalyst facilitates the given reaction. (1) Reactant: ClC[C:3]1[N:4]=[C:5]2[CH:10]=[CH:9][CH:8]=[CH:7][N:6]2[CH:11]=1. Product: [N:4]1[CH:3]=[CH:11][N:6]2[CH:7]=[CH:8][CH:9]=[CH:10][C:5]=12. The catalyst class is: 250. (2) Reactant: [CH3:1][C:2]1[CH:3]=[C:4]([CH:24]=[CH:25][CH:26]=1)[CH:5]=[N:6][NH:7][C:8]1[CH:13]=[C:12]([N:14]2[CH2:19][CH2:18][O:17][CH2:16][CH2:15]2)[N:11]=[C:10]([CH2:20][CH2:21][CH2:22][OH:23])[CH:9]=1.[CH3:27][O:28][C:29]1[CH:30]=[C:31]([N:35]=[C:36]=[O:37])[CH:32]=[CH:33][CH:34]=1.CN(C1C=CC=CN=1)C. Product: [CH3:1][C:2]1[CH:3]=[C:4]([CH:24]=[CH:25][CH:26]=1)[CH:5]=[N:6][NH:7][C:8]1[CH:13]=[C:12]([N:14]2[CH2:19][CH2:18][O:17][CH2:16][CH2:15]2)[N:11]=[C:10]([CH2:20][CH2:21][CH2:22][O:23][C:36](=[O:37])[NH:35][C:31]2[CH:32]=[CH:33][CH:34]=[C:29]([O:28][CH3:27])[CH:30]=2)[CH:9]=1. The catalyst class is: 10. (3) Reactant: [OH:1][C@H:2]([CH2:8][CH3:9])[CH2:3][C:4](OC)=[O:5].C[Si](C)(C)[O-].[K+].C(N(CC)C(C)C)(C)C.Cl.Cl.[O:27]1[C:32]2=[CH:33][CH:34]=[CH:35][C:31]2=[CH:30][C:29]([CH:36]2[CH2:41][CH2:40][CH2:39][CH2:38][N:37]2[CH2:42][CH2:43][C@H:44]2[CH2:49][CH2:48][C@H:47]([NH2:50])[CH2:46][CH2:45]2)=[CH:28]1.CN(C(ON1N=NC2C=CC=CC1=2)=[N+](C)C)C.[B-](F)(F)(F)F.C([O-])(O)=O.[Na+]. Product: [O:27]1[C:32]2=[CH:33][CH:34]=[CH:35][C:31]2=[CH:30][C:29]([CH:36]2[CH2:41][CH2:40][CH2:39][CH2:38][N:37]2[CH2:42][CH2:43][C@H:44]2[CH2:45][CH2:46][C@H:47]([NH:50][C:4](=[O:5])[CH2:3][C@H:2]([OH:1])[CH2:8][CH3:9])[CH2:48][CH2:49]2)=[CH:28]1. The catalyst class is: 12. (4) Reactant: [F:1][C:2]([F:22])([F:21])[CH:3]([CH:5]1[CH2:10][CH2:9][N:8](C(OCC2C=CC=CC=2)=O)[CH2:7][CH2:6]1)[OH:4].[H][H]. Product: [F:22][C:2]([F:1])([F:21])[CH:3]([CH:5]1[CH2:6][CH2:7][NH:8][CH2:9][CH2:10]1)[OH:4]. The catalyst class is: 19.